This data is from Peptide-MHC class I binding affinity with 185,985 pairs from IEDB/IMGT. The task is: Regression. Given a peptide amino acid sequence and an MHC pseudo amino acid sequence, predict their binding affinity value. This is MHC class I binding data. (1) The peptide sequence is MVDVSMMSM. The binding affinity (normalized) is 0.422. The MHC is HLA-A68:02 with pseudo-sequence HLA-A68:02. (2) The peptide sequence is VIERINLLV. The MHC is HLA-A02:01 with pseudo-sequence HLA-A02:01. The binding affinity (normalized) is 0.347. (3) The peptide sequence is YLRKHIRAL. The MHC is HLA-B35:01 with pseudo-sequence HLA-B35:01. The binding affinity (normalized) is 0.213. (4) The peptide sequence is YVFPVIFSR. The MHC is HLA-A02:03 with pseudo-sequence HLA-A02:03. The binding affinity (normalized) is 0.323. (5) The peptide sequence is QIYAGIKVR. The MHC is HLA-B45:01 with pseudo-sequence HLA-B45:01. The binding affinity (normalized) is 0. (6) The peptide sequence is TELEPPCRFV. The MHC is HLA-B44:03 with pseudo-sequence HLA-B44:03. The binding affinity (normalized) is 0.355. (7) The peptide sequence is NMLSTVLGV. The MHC is HLA-A02:06 with pseudo-sequence HLA-A02:06. The binding affinity (normalized) is 0.606. (8) The peptide sequence is FFFVYENAF. The MHC is HLA-A23:01 with pseudo-sequence HLA-A23:01. The binding affinity (normalized) is 0.0677. (9) The peptide sequence is LVSECSKDF. The MHC is HLA-B44:02 with pseudo-sequence HLA-B44:02. The binding affinity (normalized) is 0.0847.